Predict the reaction yield, written as a fraction of the theoretical maximum amount of product (1.0 means a 100% yield; for example, 0.34 means a 34% yield). From a dataset of Reaction yield outcomes from USPTO patents with 853,638 reactions. (1) The reactants are [C:1]([O:5][C:6](=[O:30])[CH2:7][O:8][C:9]1[CH:14]=[CH:13][C:12]([C:15]#[N:16])=[CH:11][C:10]=1[C:17]#[C:18][C:19]1[CH:24]=[C:23]([S:25]([CH3:28])(=[O:27])=[O:26])[CH:22]=[CH:21][C:20]=1F)([CH3:4])([CH3:3])[CH3:2].C(OC(=O)COC1C=CC(C#N)=CC=1C#C)(C)(C)C.[Cl:50]C1C=CC(S(C)(=O)=O)=CC=1I. No catalyst specified. The product is [C:1]([O:5][C:6](=[O:30])[CH2:7][O:8][C:9]1[CH:14]=[CH:13][C:12]([C:15]#[N:16])=[CH:11][C:10]=1[C:17]#[C:18][C:19]1[CH:24]=[C:23]([S:25]([CH3:28])(=[O:27])=[O:26])[CH:22]=[CH:21][C:20]=1[Cl:50])([CH3:4])([CH3:3])[CH3:2]. The yield is 0.740. (2) The reactants are [O:1]1[CH2:6][CH2:5][O:4][C:3]2[CH:7]=[C:8](C=O)[CH:9]=[CH:10][C:2]1=2.C1C=C(Cl)C=C(C(OO)=[O:21])C=1. The catalyst is C(Cl)Cl. The product is [O:1]1[CH2:6][CH2:5][O:4][C:3]2[CH:7]=[C:8]([OH:21])[CH:9]=[CH:10][C:2]1=2. The yield is 0.630.